Dataset: Forward reaction prediction with 1.9M reactions from USPTO patents (1976-2016). Task: Predict the product of the given reaction. (1) Given the reactants FC(F)(F)S(O[C:7]1[CH2:12][CH2:11][C:10]([C:18]([O:20][CH2:21][CH3:22])=[O:19])([C:13]([O:15][CH2:16][CH3:17])=[O:14])[CH2:9][CH:8]=1)(=O)=O.[B:25]1([B:25]2[O:29][C:28]([CH3:31])([CH3:30])[C:27]([CH3:33])([CH3:32])[O:26]2)[O:29][C:28]([CH3:31])([CH3:30])[C:27]([CH3:33])([CH3:32])[O:26]1.C([O-])(=O)C.[K+], predict the reaction product. The product is: [CH3:32][C:27]1([CH3:33])[C:28]([CH3:31])([CH3:30])[O:29][B:25]([C:7]2[CH2:12][CH2:11][C:10]([C:18]([O:20][CH2:21][CH3:22])=[O:19])([C:13]([O:15][CH2:16][CH3:17])=[O:14])[CH2:9][CH:8]=2)[O:26]1. (2) Given the reactants [Na].[Cl:2][C:3]1[CH:8]=[CH:7][C:6](/[CH:9]=[CH:10]/[C:11](=[O:13])[CH3:12])=[CH:5][CH:4]=1.[C:14](OCC)(=[O:20])[C:15]([O:17][CH2:18][CH3:19])=[O:16], predict the reaction product. The product is: [CH2:18]([O:17][C:15](=[O:16])[C:14](=[O:20])[CH2:12][C:11](=[O:13])/[CH:10]=[CH:9]/[C:6]1[CH:5]=[CH:4][C:3]([Cl:2])=[CH:8][CH:7]=1)[CH3:19]. (3) Given the reactants [OH:1][C:2]([C:22]1[CH:27]=[CH:26][CH:25]=[CH:24][CH:23]=1)([C:16]1[CH:21]=[CH:20][CH:19]=[CH:18][CH:17]=1)[CH:3]1[NH:8][CH2:7][CH2:6][N:5]([C:9]([O:11][C:12]([CH3:15])([CH3:14])[CH3:13])=[O:10])[CH2:4]1.C(N(C(C)C)CC)(C)C.[Cl:37][CH2:38][C:39](Cl)=[O:40].C(OCC)(=O)C, predict the reaction product. The product is: [Cl:37][CH2:38][C:39]([N:8]1[CH2:7][CH2:6][N:5]([C:9]([O:11][C:12]([CH3:15])([CH3:14])[CH3:13])=[O:10])[CH2:4][CH:3]1[C:2]([OH:1])([C:16]1[CH:17]=[CH:18][CH:19]=[CH:20][CH:21]=1)[C:22]1[CH:27]=[CH:26][CH:25]=[CH:24][CH:23]=1)=[O:40]. (4) The product is: [C:11]1([C@H:17]2[C@H:22]([O:23][CH3:24])[C@H:21]([O:25][CH2:26][C:27]3[CH:32]=[CH:31][C:30]([O:33][CH3:34])=[CH:29][CH:28]=3)[CH2:20][CH2:19][C@:18]32[O:35][CH2:2]3)[CH2:16][CH2:15][CH2:14][CH2:13][CH:12]=1. Given the reactants [I-].[CH3:2][S+](C)(C)=O.[H-].[Na+].[I-].[Li+].[C:11]1([C@H:17]2[C@H:22]([O:23][CH3:24])[C@H:21]([O:25][CH2:26][C:27]3[CH:32]=[CH:31][C:30]([O:33][CH3:34])=[CH:29][CH:28]=3)[CH2:20][CH2:19][C:18]2=[O:35])[CH2:16][CH2:15][CH2:14][CH2:13][CH:12]=1, predict the reaction product. (5) Given the reactants [NH2:1][C@H:2]1[CH2:7][CH2:6][C@H:5]([NH:8][C:9]([C:11]2[C:15]3[N:16]=[CH:17][N:18]=[C:19]([C:20]4[CH:25]=[CH:24][C:23]([O:26][CH3:27])=[CH:22][C:21]=4[O:28][CH2:29][CH:30]4[CH2:32][CH2:31]4)[C:14]=3[NH:13][CH:12]=2)=[O:10])[CH2:4][CH2:3]1.Cl[C:34]([C:36]1([O:39]C(=O)C)[CH2:38][CH2:37]1)=[O:35], predict the reaction product. The product is: [OH:39][C:36]1([C:34]([NH:1][C@H:2]2[CH2:7][CH2:6][C@H:5]([NH:8][C:9]([C:11]3[C:15]4[N:16]=[CH:17][N:18]=[C:19]([C:20]5[CH:25]=[CH:24][C:23]([O:26][CH3:27])=[CH:22][C:21]=5[O:28][CH2:29][CH:30]5[CH2:31][CH2:32]5)[C:14]=4[NH:13][CH:12]=3)=[O:10])[CH2:4][CH2:3]2)=[O:35])[CH2:38][CH2:37]1. (6) The product is: [C:22]([C:24]([C:27]1[CH:28]=[C:29]([CH:33]=[CH:34][N:35]=1)[C:30]([NH:10][C:9]1[CH:11]=[CH:12][C:6]([CH3:5])=[C:7]([B:13]2[O:14][C:15]([CH3:21])([CH3:20])[C:16]([CH3:19])([CH3:18])[O:17]2)[CH:8]=1)=[O:31])([CH3:26])[CH3:25])#[N:23]. Given the reactants C(Cl)CCl.[CH3:5][C:6]1[CH:12]=[CH:11][C:9]([NH2:10])=[CH:8][C:7]=1[B:13]1[O:17][C:16]([CH3:19])([CH3:18])[C:15]([CH3:21])([CH3:20])[O:14]1.[C:22]([C:24]([C:27]1[CH:28]=[C:29]([CH:33]=[CH:34][N:35]=1)[C:30](O)=[O:31])([CH3:26])[CH3:25])#[N:23].C1C=NC2N(O)N=NC=2C=1, predict the reaction product. (7) Given the reactants C[O:2][C:3]([C:5]1[CH:10]=[CH:9][CH:8]=[CH:7][C:6]=1[S:11][CH2:12][C@@H:13]1[NH:18][CH2:17][C@@H:16]([C:19]([O:21][CH3:22])=[O:20])[CH2:15][CH2:14]1)=O.C[Al](C)C.Cl, predict the reaction product. The product is: [O:2]=[C:3]1[C:5]2[CH:10]=[CH:9][CH:8]=[CH:7][C:6]=2[S:11][CH2:12][C@@H:13]2[CH2:14][CH2:15][C@H:16]([C:19]([O:21][CH3:22])=[O:20])[CH2:17][N:18]12.